Dataset: Forward reaction prediction with 1.9M reactions from USPTO patents (1976-2016). Task: Predict the product of the given reaction. (1) Given the reactants [N:1]1[CH:6]=[CH:5][N:4]=[CH:3][C:2]=1[C:7]1[N:11]2[CH2:12][CH2:13][NH:14][CH2:15][C:10]2=[N:9][N:8]=1.C(N(CC)C(C)C)(C)C.[CH3:25][Si:26]([CH3:41])([CH3:40])[CH2:27][CH2:28][O:29][C:30](ON1C(=O)CCC1=O)=[O:31], predict the reaction product. The product is: [N:1]1[CH:6]=[CH:5][N:4]=[CH:3][C:2]=1[C:7]1[N:11]2[CH2:12][CH2:13][N:14]([C:30]([O:29][CH2:28][CH2:27][Si:26]([CH3:41])([CH3:40])[CH3:25])=[O:31])[CH2:15][C:10]2=[N:9][N:8]=1. (2) The product is: [Br:11][C:9]1[C:2]([F:1])=[CH:3][C:4]([OH:10])=[C:5]([CH:8]=1)[CH:6]=[O:7]. Given the reactants [F:1][C:2]1[CH:9]=[CH:8][C:5]([CH:6]=[O:7])=[C:4]([OH:10])[CH:3]=1.[Br:11]Br, predict the reaction product. (3) The product is: [CH3:66][C:60]1([CH3:67])[C@H:61]([C:63]([O:1][C@H:2]2[CH2:19][CH2:18][C@@:17]3([CH3:20])[C@@H:4]([CH2:5][CH2:6][C@:7]4([CH3:46])[C@@H:16]3[CH2:15][CH2:14][C@H:13]3[C@@:8]4([CH3:45])[CH2:9][CH2:10][C@@:11]4([C:27]([N:29]5[CH2:33][CH2:32][CH2:31][C@H:30]5[C:34]5[NH:35][C:36]([C:39]6[CH:40]=[CH:41][CH:42]=[CH:43][CH:44]=6)=[CH:37][N:38]=5)=[O:28])[CH2:23][CH2:22][C@@H:21]([C:24]([CH3:26])=[CH2:25])[C@@H:12]43)[C:3]2([CH3:48])[CH3:47])=[O:64])[CH2:62][C@@H:59]1[C:57]([O:56][CH2:49][C:50]1[CH:51]=[CH:52][CH:53]=[CH:54][CH:55]=1)=[O:58]. Given the reactants [OH:1][C@H:2]1[CH2:19][CH2:18][C@@:17]2([CH3:20])[C@@H:4]([CH2:5][CH2:6][C@:7]3([CH3:46])[C@@H:16]2[CH2:15][CH2:14][C@H:13]2[C@@:8]3([CH3:45])[CH2:9][CH2:10][C@@:11]3([C:27]([N:29]4[CH2:33][CH2:32][CH2:31][C@H:30]4[C:34]4[NH:35][C:36]([C:39]5[CH:44]=[CH:43][CH:42]=[CH:41][CH:40]=5)=[CH:37][N:38]=4)=[O:28])[CH2:23][CH2:22][C@@H:21]([C:24]([CH3:26])=[CH2:25])[C@@H:12]32)[C:3]1([CH3:48])[CH3:47].[CH2:49]([O:56][C:57]([C@H:59]1[CH2:62][C@@H:61]([C:63](O)=[O:64])[C:60]1([CH3:67])[CH3:66])=[O:58])[C:50]1[CH:55]=[CH:54][CH:53]=[CH:52][CH:51]=1.C1CCC(N=C=NC2CCCCC2)CC1, predict the reaction product. (4) The product is: [CH2:1]([C:3]1[CH:8]=[CH:7][N:6]=[C:5]([NH:9][C:10]2[S:11][C:18]3[CH:17]=[C:16]([C:19]4[O:23][CH:22]=[N:21][CH:20]=4)[CH:15]=[CH:14][C:13]=3[N:12]=2)[CH:4]=1)[CH3:2]. Given the reactants [CH2:1]([C:3]1[CH:8]=[CH:7][N:6]=[C:5]([NH:9][C:10]([NH:12][C:13]2[CH:18]=[CH:17][C:16]([C:19]3[O:23][CH:22]=[N:21][CH:20]=3)=[CH:15][CH:14]=2)=[S:11])[CH:4]=1)[CH3:2].[Br-].[Br-].[Br-].C([N+](C)(C)C)C1C=CC=CC=1.C([N+](C)(C)C)C1C=CC=CC=1.C([N+](C)(C)C)C1C=CC=CC=1.[OH-].[K+], predict the reaction product. (5) The product is: [CH:1]1([N:4]2[C:13]3[C:8](=[CH:9][CH:10]=[CH:11][CH:12]=3)[NH:7][C:6](=[O:15])[C:5]2=[O:16])[CH2:3][CH2:2]1. Given the reactants [CH:1]1([N:4]2[C:13]3[C:8](=[CH:9][CH:10]=[CH:11][CH:12]=3)[N:7](O)[C:6](=[O:15])[C:5]2=[O:16])[CH2:3][CH2:2]1.C1(P(C2C=CC=CC=2)C2C=CC=CC=2)C=CC=CC=1.ClCCl, predict the reaction product. (6) Given the reactants [Cl:1][C:2]1[CH:10]=[C:9]2[C:5]([C:6]([CH2:22][CH2:23][S:24]([CH2:27][CH3:28])(=[O:26])=[O:25])=[C:7]([CH2:20][OH:21])[N:8]2[S:11]([C:14]2[CH:19]=[CH:18][CH:17]=[CH:16][CH:15]=2)(=[O:13])=[O:12])=[CH:4][CH:3]=1.C(N(CC)CC)C.[CH3:36][S:37](Cl)(=[O:39])=[O:38].C(=O)(O)[O-].[Na+], predict the reaction product. The product is: [CH3:36][S:37]([O:21][CH2:20][C:7]1[N:8]([S:11]([C:14]2[CH:15]=[CH:16][CH:17]=[CH:18][CH:19]=2)(=[O:13])=[O:12])[C:9]2[C:5]([C:6]=1[CH2:22][CH2:23][S:24]([CH2:27][CH3:28])(=[O:25])=[O:26])=[CH:4][CH:3]=[C:2]([Cl:1])[CH:10]=2)(=[O:39])=[O:38]. (7) Given the reactants [NH2:1][CH2:2][CH2:3][C:4]1[C:12]2[C:7](=[CH:8][CH:9]=[C:10]([OH:13])[CH:11]=2)[NH:6][CH:5]=1.N1C=CN=C1.[CH:19]([Si:22](Cl)([CH:26]([CH3:28])[CH3:27])[CH:23]([CH3:25])[CH3:24])([CH3:21])[CH3:20], predict the reaction product. The product is: [CH:19]([Si:22]([CH:26]([CH3:28])[CH3:27])([CH:23]([CH3:25])[CH3:24])[O:13][C:10]1[CH:11]=[C:12]2[C:7](=[CH:8][CH:9]=1)[NH:6][CH:5]=[C:4]2[CH2:3][CH2:2][NH2:1])([CH3:21])[CH3:20]. (8) Given the reactants [C:1]([OH:12])(=[O:11])/[CH:2]=[CH:3]/[CH2:4][CH2:5][CH2:6][CH2:7][CH2:8][CH2:9][CH3:10], predict the reaction product. The product is: [CH2:1]([O:11][C:1](=[O:12])/[CH:2]=[CH:3]/[CH2:4][CH2:5][CH2:6][CH2:7][CH2:8][CH2:9][CH3:10])/[CH:2]=[CH:3]/[CH2:4][CH2:5][CH2:6][CH2:7][CH2:8][CH2:9][CH3:10].